This data is from Forward reaction prediction with 1.9M reactions from USPTO patents (1976-2016). The task is: Predict the product of the given reaction. Given the reactants [CH3:1][O:2][C:3]1[CH:4]=[C:5]([CH2:13][CH2:14][C:15]([OH:17])=O)[CH:6]=[CH:7][C:8]=1[O:9][CH2:10][C:11]#[CH:12].Cl.[Cl:19][C:20]1[CH:27]=[CH:26][C:23]([CH2:24][NH2:25])=[CH:22][C:21]=1[F:28], predict the reaction product. The product is: [Cl:19][C:20]1[CH:27]=[CH:26][C:23]([CH2:24][NH:25][C:15](=[O:17])[CH2:14][CH2:13][C:5]2[CH:6]=[CH:7][C:8]([O:9][CH2:10][C:11]#[CH:12])=[C:3]([O:2][CH3:1])[CH:4]=2)=[CH:22][C:21]=1[F:28].